Dataset: Catalyst prediction with 721,799 reactions and 888 catalyst types from USPTO. Task: Predict which catalyst facilitates the given reaction. Reactant: [NH:1]1[CH2:6][CH2:5][CH2:4][CH2:3][CH2:2]1.C(N(C(C)C)CC)(C)C.[F:16][C:17]1[CH:22]=[CH:21][C:20]([S:23](Cl)(=[O:25])=[O:24])=[CH:19][CH:18]=1. Product: [F:16][C:17]1[CH:22]=[CH:21][C:20]([S:23]([N:1]2[CH2:6][CH2:5][CH2:4][CH2:3][CH2:2]2)(=[O:25])=[O:24])=[CH:19][CH:18]=1. The catalyst class is: 1.